Dataset: Catalyst prediction with 721,799 reactions and 888 catalyst types from USPTO. Task: Predict which catalyst facilitates the given reaction. Reactant: [N:1]1[CH:6]=[CH:5][CH:4]=[CH:3][C:2]=1[CH:7]=[O:8].[CH3:9][CH2:10]OCC. Product: [N:1]1[CH:6]=[CH:5][CH:4]=[CH:3][C:2]=1[CH:7]([OH:8])[CH2:9][CH3:10]. The catalyst class is: 1.